This data is from Peptide-MHC class II binding affinity with 134,281 pairs from IEDB. The task is: Regression. Given a peptide amino acid sequence and an MHC pseudo amino acid sequence, predict their binding affinity value. This is MHC class II binding data. (1) The peptide sequence is YLKEFTVSGNILTIRL. The MHC is DRB3_0202 with pseudo-sequence DRB3_0202. The binding affinity (normalized) is 1.00. (2) The binding affinity (normalized) is 0.135. The peptide sequence is LCSDKQPCNGVTMND. The MHC is HLA-DPA10301-DPB10402 with pseudo-sequence HLA-DPA10301-DPB10402. (3) The peptide sequence is AGGAGGVGAVGGKRG. The MHC is DRB1_0405 with pseudo-sequence DRB1_0405. The binding affinity (normalized) is 0.0743. (4) The peptide sequence is QKYVNNTATLLMTSL. The MHC is DRB4_0101 with pseudo-sequence DRB4_0103. The binding affinity (normalized) is 0.494. (5) The peptide sequence is IVIGIGDNALKINWY. The MHC is DRB5_0101 with pseudo-sequence DRB5_0101. The binding affinity (normalized) is 0.341. (6) The binding affinity (normalized) is 0.216. The MHC is DRB1_0101 with pseudo-sequence DRB1_0101. The peptide sequence is PPFSRVVHLYRNGKD. (7) The peptide sequence is GAVFLGFLGAAGSTMG. The MHC is DRB1_0802 with pseudo-sequence DRB1_0802. The binding affinity (normalized) is 0.555.